From a dataset of Forward reaction prediction with 1.9M reactions from USPTO patents (1976-2016). Predict the product of the given reaction. (1) Given the reactants [CH:1]([C:3]1[CH:8]=[CH:7][C:6]([C:9]([C:23]2[CH:28]=[CH:27][C:26]([CH:29]=[CH2:30])=[CH:25][CH:24]=2)([C:15]2[CH:20]=[CH:19][C:18]([CH:21]=[CH2:22])=[CH:17][CH:16]=2)[CH2:10][C:11]([O:13]C)=[O:12])=[CH:5][CH:4]=1)=[CH2:2].[OH-].[Li+], predict the reaction product. The product is: [CH:29]([C:26]1[CH:25]=[CH:24][C:23]([C:9]([C:6]2[CH:5]=[CH:4][C:3]([CH:1]=[CH2:2])=[CH:8][CH:7]=2)([C:15]2[CH:20]=[CH:19][C:18]([CH:21]=[CH2:22])=[CH:17][CH:16]=2)[CH2:10][C:11]([OH:13])=[O:12])=[CH:28][CH:27]=1)=[CH2:30]. (2) Given the reactants [N+:1]([C:4]1[CH:21]=[CH:20][C:7]([C:8]([O:10][C:11]2[CH:16]=[CH:15][C:14]([N+:17]([O-])=O)=[CH:13][CH:12]=2)=[O:9])=[CH:6][CH:5]=1)([O-])=O.[H][H], predict the reaction product. The product is: [NH2:1][C:4]1[CH:21]=[CH:20][C:7]([C:8]([O:10][C:11]2[CH:16]=[CH:15][C:14]([NH2:17])=[CH:13][CH:12]=2)=[O:9])=[CH:6][CH:5]=1. (3) Given the reactants [Br:1][C:2]1[C:3](I)=[C:4]([CH:30]=[CH:31][CH:32]=1)[C:5]([N:7]([C:17]1[CH2:22][CH2:21][N:20]([C:23]([O:25][C:26]([CH3:29])([CH3:28])[CH3:27])=[O:24])[CH2:19][CH:18]=1)[CH2:8][C:9]1[CH:14]=[CH:13][C:12]([O:15][CH3:16])=[CH:11][CH:10]=1)=[O:6].C([O-])([O-])=O.[K+].[K+].C1C=CC(P(C2C=CC=CC=2)C2C=CC=CC=2)=CC=1.O, predict the reaction product. The product is: [Br:1][C:2]1[CH:32]=[CH:31][CH:30]=[C:4]2[C:3]=1[C:17]1([CH:22]=[CH:21][N:20]([C:23]([O:25][C:26]([CH3:29])([CH3:28])[CH3:27])=[O:24])[CH2:19][CH2:18]1)[N:7]([CH2:8][C:9]1[CH:14]=[CH:13][C:12]([O:15][CH3:16])=[CH:11][CH:10]=1)[C:5]2=[O:6]. (4) Given the reactants [C:1]([O:5][C:6]([N:8]1[CH2:15][CH2:14][CH2:13][C@@H:9]1[C:10]([OH:12])=O)=[O:7])([CH3:4])([CH3:3])[CH3:2].Cl.CN(C)CCCN=C=NCC.O.ON1C2C=CC=CC=2N=N1.C(N(CC)C(C)C)(C)C.[C:48]12([CH:58]([OH:71])[CH2:59][NH:60][C:61]3[C:62]4[CH2:70][CH2:69][NH:68][CH2:67][C:63]=4[N:64]=[CH:65][N:66]=3)[CH2:57][CH:52]3[CH2:53][CH:54]([CH2:56][CH:50]([CH2:51]3)[CH2:49]1)[CH2:55]2, predict the reaction product. The product is: [C:1]([O:5][C:6]([N:8]1[CH2:15][CH2:14][CH2:13][C@@H:9]1[C:10]([N:68]1[CH2:69][CH2:70][C:62]2[C:61]([NH:60][CH2:59][CH:58]([C:48]34[CH2:57][CH:52]5[CH2:53][CH:54]([CH2:56][CH:50]([CH2:51]5)[CH2:49]3)[CH2:55]4)[OH:71])=[N:66][CH:65]=[N:64][C:63]=2[CH2:67]1)=[O:12])=[O:7])([CH3:2])([CH3:3])[CH3:4]. (5) Given the reactants CC1(C)C(C)(C)OB([C:9]2[CH2:18][CH2:17][C:12]3([O:16][CH2:15][CH2:14][O:13]3)[CH2:11][CH:10]=2)O1.Cl[C:21]1[C:30]2[C:25](=[CH:26][CH:27]=[C:28]([F:31])[CH:29]=2)[N:24]=[CH:23][CH:22]=1.C([O-])([O-])=O.[K+].[K+], predict the reaction product. The product is: [F:31][C:28]1[CH:29]=[C:30]2[C:25](=[CH:26][CH:27]=1)[N:24]=[CH:23][CH:22]=[C:21]2[C:9]1[CH2:18][CH2:17][C:12]2([O:13][CH2:14][CH2:15][O:16]2)[CH2:11][CH:10]=1. (6) The product is: [C:7](/[C:6](/[CH:5]([O:9][CH3:10])[O:4][CH3:3])=[CH:11]\[O-:12])#[N:8].[Na+:2]. Given the reactants [H-].[Na+:2].[CH3:3][O:4][CH:5]([O:9][CH3:10])[CH2:6][C:7]#[N:8].[CH:11](OC)=[O:12], predict the reaction product. (7) The product is: [F:1][C:2]1[CH:10]=[C:9]2[C:5]([C:6]([C:11]3[CH:12]=[CH:13][C:14]([NH:17][C:27](=[O:31])[CH2:28][CH2:29][CH2:30][NH:26][S:23]([CH3:22])(=[O:25])=[O:24])=[N:15][CH:16]=3)=[CH:7][NH:8]2)=[CH:4][CH:3]=1. Given the reactants [F:1][C:2]1[CH:10]=[C:9]2[C:5]([C:6]([C:11]3[CH:12]=[CH:13][C:14]([NH2:17])=[N:15][CH:16]=3)=[CH:7][NH:8]2)=[CH:4][CH:3]=1.C[Al](C)C.[CH3:22][S:23]([N:26]1[CH2:30][CH2:29][CH2:28][C:27]1=[O:31])(=[O:25])=[O:24], predict the reaction product. (8) Given the reactants [N:1]1([CH2:8][CH2:9][N:10]2[CH2:15][CH2:14][CH:13]([NH:16][C:17]([C:19]3[NH:20][C:21]4[C:26]([CH:27]=3)=[C:25]([O:28][CH2:29][CH:30]3[CH2:33][CH2:32][CH2:31]3)[CH:24]=[CH:23][CH:22]=4)=[O:18])[CH2:12][CH2:11]2)[CH2:7][CH2:6]C[CH2:4][CH2:3][CH2:2]1.Cl.Cl.Cl.NC1CCN(CCN2C3CCC2CC([OH:54])C3)CC1, predict the reaction product. The product is: [OH:54][C@@H:3]1[CH2:4][CH2:6][CH2:7][N:1]([CH2:8][CH2:9][N:10]2[CH2:15][CH2:14][CH:13]([NH:16][C:17]([C:19]3[NH:20][C:21]4[C:26]([CH:27]=3)=[C:25]([O:28][CH2:29][CH:30]3[CH2:33][CH2:32][CH2:31]3)[CH:24]=[CH:23][CH:22]=4)=[O:18])[CH2:12][CH2:11]2)[CH2:2]1.